Dataset: NCI-60 drug combinations with 297,098 pairs across 59 cell lines. Task: Regression. Given two drug SMILES strings and cell line genomic features, predict the synergy score measuring deviation from expected non-interaction effect. Drug 2: C1=C(C(=O)NC(=O)N1)F. Drug 1: CC1C(C(CC(O1)OC2CC(CC3=C2C(=C4C(=C3O)C(=O)C5=C(C4=O)C(=CC=C5)OC)O)(C(=O)C)O)N)O.Cl. Cell line: CCRF-CEM. Synergy scores: CSS=35.1, Synergy_ZIP=-6.63, Synergy_Bliss=-12.9, Synergy_Loewe=-11.8, Synergy_HSA=-8.77.